From a dataset of Forward reaction prediction with 1.9M reactions from USPTO patents (1976-2016). Predict the product of the given reaction. Given the reactants Br[C:2]1[C:3]([N:22]2[CH2:26][CH2:25][C@@H:24]([OH:27])[CH2:23]2)=[N:4][CH:5]=[C:6]([CH:21]=1)[C:7]([NH:9][C:10]1[CH:15]=[CH:14][C:13]([S:16][C:17]([Cl:20])([F:19])[F:18])=[CH:12][CH:11]=1)=[O:8].[N:28]1[CH:33]=[C:32](B(O)O)[CH:31]=[N:30][CH:29]=1, predict the reaction product. The product is: [Cl:20][C:17]([F:19])([F:18])[S:16][C:13]1[CH:14]=[CH:15][C:10]([NH:9][C:7](=[O:8])[C:6]2[CH:21]=[C:2]([C:32]3[CH:33]=[N:28][CH:29]=[N:30][CH:31]=3)[C:3]([N:22]3[CH2:26][CH2:25][C@@H:24]([OH:27])[CH2:23]3)=[N:4][CH:5]=2)=[CH:11][CH:12]=1.